From a dataset of Catalyst prediction with 721,799 reactions and 888 catalyst types from USPTO. Predict which catalyst facilitates the given reaction. (1) Reactant: [CH3:1][C:2]1[CH:3]=[C:4]2[C:9](=O)[O:8][C:6](=[O:7])[C:5]2=[CH:11][CH:12]=1.[H-].[Li+].[Al+3].[H-].[H-].[H-].[Cl-].[NH4+]. Product: [CH3:1][C:2]1[CH:12]=[CH:11][C:5]([CH2:6][OH:7])=[C:4]([CH2:9][OH:8])[CH:3]=1. The catalyst class is: 28. (2) Reactant: FC(F)(F)C([O-])=O.[Br:8][C:9]1[CH:14]=[CH:13][C:12]([C:15]2[CH2:16][CH2:17][NH2+:18][CH2:19][CH:20]=2)=[CH:11][CH:10]=1.C([O-])([O-])=O.[Na+].[Na+].[C:27](O[C:27]([O:29][C:30]([CH3:33])([CH3:32])[CH3:31])=[O:28])([O:29][C:30]([CH3:33])([CH3:32])[CH3:31])=[O:28]. Product: [C:30]([O:29][C:27]([N:18]1[CH2:17][CH:16]=[C:15]([C:12]2[CH:13]=[CH:14][C:9]([Br:8])=[CH:10][CH:11]=2)[CH2:20][CH2:19]1)=[O:28])([CH3:33])([CH3:32])[CH3:31]. The catalyst class is: 2.